From a dataset of Reaction yield outcomes from USPTO patents with 853,638 reactions. Predict the reaction yield, written as a fraction of the theoretical maximum amount of product (1.0 means a 100% yield; for example, 0.34 means a 34% yield). (1) The reactants are [OH:1][C:2]1[C:3](=[O:16])[CH:4]=[C:5]([CH2:8][O:9][CH:10]2[CH2:15][CH2:14][CH2:13][CH2:12][O:11]2)[O:6][CH:7]=1.C([O-])([O-])=O.[Cs+].[Cs+].[Br:23][CH2:24][CH2:25][CH2:26][CH2:27][CH2:28][CH2:29][CH2:30]Br. No catalyst specified. The product is [Br:23][CH2:24][CH2:25][CH2:26][CH2:27][CH2:28][CH2:29][CH2:30][O:1][C:2]1[C:3](=[O:16])[CH:4]=[C:5]([CH2:8][O:9][CH:10]2[CH2:15][CH2:14][CH2:13][CH2:12][O:11]2)[O:6][CH:7]=1. The yield is 0.780. (2) The reactants are [N+:1]([C:4]1[O:8][C:7]([C:9](Cl)=[O:10])=[CH:6][CH:5]=1)([O-:3])=[O:2].[CH3:12][O:13][C:14]1[CH:21]=[CH:20][CH:19]=[CH:18][C:15]=1[CH2:16][NH2:17]. The catalyst is C(Cl)Cl.CCN(CC)CC. The product is [CH3:12][O:13][C:14]1[CH:21]=[CH:20][CH:19]=[CH:18][C:15]=1[CH2:16][NH:17][C:9]([C:7]1[O:8][C:4]([N+:1]([O-:3])=[O:2])=[CH:5][CH:6]=1)=[O:10]. The yield is 0.490. (3) The reactants are [NH2:1][CH2:2][CH:3]([CH2:14][OH:15])[CH2:4][CH2:5][N:6]1[CH:11]=[CH:10][C:9](=[O:12])[NH:8][C:7]1=[O:13].C([O-])(O)=O.[Na+].[CH3:21][C:22]([O:25][C:26](O[C:26]([O:25][C:22]([CH3:24])([CH3:23])[CH3:21])=[O:27])=[O:27])([CH3:24])[CH3:23]. The catalyst is C1COCC1.O. The product is [C:22]([O:25][C:26](=[O:27])[NH:1][CH2:2][CH:3]([CH2:14][OH:15])[CH2:4][CH2:5][N:6]1[CH:11]=[CH:10][C:9](=[O:12])[NH:8][C:7]1=[O:13])([CH3:24])([CH3:23])[CH3:21]. The yield is 0.780. (4) The reactants are [O:1]1[CH2:6][CH2:5][CH2:4][O:3][CH:2]1[CH2:7][OH:8].[CH2:9](OCC(=O)C)C1C=CC=CC=1. No catalyst specified. The product is [CH3:9][C:2]1([CH2:7][OH:8])[O:3][CH2:4][CH2:5][CH2:6][O:1]1. The yield is 0.370. (5) The reactants are [Br:1][C:2]1[CH:11]=[C:10]2[C:5]([CH:6]=[C:7]([OH:17])[C:8]([C:12]([O:14][CH2:15][CH3:16])=[O:13])=[CH:9]2)=[CH:4][CH:3]=1.[C:18]([O:22][C:23]([NH:25][CH2:26][CH2:27][CH2:28]Cl)=[O:24])([CH3:21])([CH3:20])[CH3:19].C(=O)([O-])[O-].[K+].[K+].[I-].[K+]. The catalyst is CN(C=O)C.O. The product is [Br:1][C:2]1[CH:11]=[C:10]2[C:5]([CH:6]=[C:7]([O:17][CH2:28][CH2:27][CH2:26][NH:25][C:23]([O:22][C:18]([CH3:19])([CH3:21])[CH3:20])=[O:24])[C:8]([C:12]([O:14][CH2:15][CH3:16])=[O:13])=[CH:9]2)=[CH:4][CH:3]=1. The yield is 1.00.